Predict which catalyst facilitates the given reaction. From a dataset of Catalyst prediction with 721,799 reactions and 888 catalyst types from USPTO. (1) Reactant: [NH2:1][C:2]12[C:20](=[O:21])[C:19]3[C:14](=[CH:15][CH:16]=[CH:17][C:18]=3[N+:22]([O-:24])=[O:23])[C:3]1([OH:25])[O:4][C:5]1[CH:10]=[C:9]([CH:11]([CH3:13])[CH3:12])[CH:8]=[CH:7][C:6]=12.O=P(Cl)(Cl)Cl.CC(=O)[O:33][CH2:34][CH3:35].[OH2:37]. Product: [OH:21][C:20]12[C:19]3[C:14](=[CH:15][CH:16]=[CH:17][C:18]=3[N+:22]([O-:24])=[O:23])[C:3](=[O:25])[C:2]1([NH:1][C:34](=[O:33])[C:35](=[O:37])[CH:2]([CH3:6])[CH2:3][CH3:14])[C:6]1[CH:7]=[CH:8][C:9]([CH:11]([CH3:13])[CH3:12])=[CH:10][C:5]=1[O:4]2. The catalyst class is: 1. (2) Reactant: [CH3:1][O:2][C:3](=[O:48])[CH:4]([NH:28]C(C1C=CC=CC=1)(C1C=CC=CC=1)C1C=CC=CC=1)[CH2:5][O:6][C:7]1[CH:12]=[CH:11][C:10]([CH2:13][CH2:14][CH2:15][CH2:16][NH:17][C:18]([O:20][CH2:21][C:22]2[CH:27]=[CH:26][CH:25]=[CH:24][CH:23]=2)=[O:19])=[CH:9][CH:8]=1.FC(F)(F)C(O)=O.C(N(CC)CC)C.[C:71](O[C:71]([O:73][C:74]([CH3:77])([CH3:76])[CH3:75])=[O:72])([O:73][C:74]([CH3:77])([CH3:76])[CH3:75])=[O:72]. Product: [CH3:1][O:2][C:3](=[O:48])[CH:4]([NH:28][C:71]([O:73][C:74]([CH3:75])([CH3:76])[CH3:77])=[O:72])[CH2:5][O:6][C:7]1[CH:8]=[CH:9][C:10]([CH2:13][CH2:14][CH2:15][CH2:16][NH:17][C:18]([O:20][CH2:21][C:22]2[CH:23]=[CH:24][CH:25]=[CH:26][CH:27]=2)=[O:19])=[CH:11][CH:12]=1. The catalyst class is: 46. (3) Reactant: Cl[C:2]1[CH:7]=[C:6]([C:8]([F:11])([F:10])[F:9])[N:5]=[C:4]([C:12]([O:14][CH3:15])=[O:13])[CH:3]=1.[N-:16]=[N+]=[N-].[Na+].O.[BH4-].[Na+]. Product: [NH2:16][C:2]1[CH:7]=[C:6]([C:8]([F:11])([F:10])[F:9])[N:5]=[C:4]([C:12]([O:14][CH3:15])=[O:13])[CH:3]=1. The catalyst class is: 121. (4) Reactant: [CH:1]1([C:6]2[CH:36]=[CH:35][C:9]([CH2:10][O:11][C:12]3[CH:20]=[CH:19][C:18]4[NH:17][C:16]5[C:21]([CH2:29][C:30]([O:32]CC)=[O:31])([C:24]([O:26]CC)=[O:25])[CH2:22][CH2:23][C:15]=5[C:14]=4[CH:13]=3)=[CH:8][C:7]=2[C:37]([F:40])([F:39])[F:38])[CH2:5][CH2:4][CH2:3][CH2:2]1.[OH-].[Na+:42]. Product: [C:30]([CH2:29][C:21]1([C:24]([O-:26])=[O:25])[C:16]2[NH:17][C:18]3[CH:19]=[CH:20][C:12]([O:11][CH2:10][C:9]4[CH:35]=[CH:36][C:6]([CH:1]5[CH2:5][CH2:4][CH2:3][CH2:2]5)=[C:7]([C:37]([F:38])([F:39])[F:40])[CH:8]=4)=[CH:13][C:14]=3[C:15]=2[CH2:23][CH2:22]1)([O-:32])=[O:31].[Na+:42].[Na+:42]. The catalyst class is: 32. (5) Reactant: C([N:5]([CH:9]([CH2:23][C:24]([NH:26][CH2:27][C@@H:28]([NH:40][C:41]([O:43][C:44]([CH3:47])([CH3:46])[CH3:45])=[O:42])[CH2:29][CH2:30][CH2:31][NH:32][C:33]([O:35][C:36]([CH3:39])([CH3:38])[CH3:37])=[O:34])=[O:25])[CH2:10][CH2:11][NH:12][C:13](=[O:22])[O:14]CC1C=CC=CC=1)C(=O)[O-])(C)(C)C. Product: [C:36]([O:14][C:13](=[O:22])[NH:12][CH2:11][CH2:10][CH:9]([NH2:5])[CH2:23][C:24]([NH:26][CH2:27][C@@H:28]([NH:40][C:41]([O:43][C:44]([CH3:46])([CH3:47])[CH3:45])=[O:42])[CH2:29][CH2:30][CH2:31][NH:32][C:33]([O:35][C:36]([CH3:39])([CH3:38])[CH3:37])=[O:34])=[O:25])([CH3:39])([CH3:38])[CH3:37]. The catalyst class is: 63.